From a dataset of Reaction yield outcomes from USPTO patents with 853,638 reactions. Predict the reaction yield, written as a fraction of the theoretical maximum amount of product (1.0 means a 100% yield; for example, 0.34 means a 34% yield). (1) The reactants are Cl[C:2]1[N:7]=[C:6]([CH3:8])[C:5]([C:9]([O:11][CH3:12])=[O:10])=[C:4]([NH:13][C:14]2[CH:15]=[C:16]([CH3:20])[CH:17]=[CH:18][CH:19]=2)[N:3]=1.[CH2:21]([NH:24][C:25](=[O:31])[O:26][C:27]([CH3:30])([CH3:29])[CH3:28])[C:22]#[CH:23].C(N(CC)CC)C. The catalyst is CC(N(C)C)=O.C1C=CC([P]([Pd]([P](C2C=CC=CC=2)(C2C=CC=CC=2)C2C=CC=CC=2)([P](C2C=CC=CC=2)(C2C=CC=CC=2)C2C=CC=CC=2)[P](C2C=CC=CC=2)(C2C=CC=CC=2)C2C=CC=CC=2)(C2C=CC=CC=2)C2C=CC=CC=2)=CC=1.[Cu]I. The product is [C:27]([O:26][C:25]([NH:24][CH2:21][C:22]#[C:23][C:2]1[N:7]=[C:6]([CH3:8])[C:5]([C:9]([O:11][CH3:12])=[O:10])=[C:4]([NH:13][C:14]2[CH:15]=[C:16]([CH3:20])[CH:17]=[CH:18][CH:19]=2)[N:3]=1)=[O:31])([CH3:30])([CH3:29])[CH3:28]. The yield is 0.340. (2) The reactants are [NH:1]1[C:5]2=[N:6][CH:7]=[C:8]([C:10]3[CH:11]=[N:12][N:13]([CH:15]4[CH2:20][CH2:19][N:18]([C:21]([O:23][C:24]([CH3:27])([CH3:26])[CH3:25])=[O:22])[CH2:17][CH2:16]4)[CH:14]=3)[CH:9]=[C:4]2[CH:3]=[CH:2]1.[I:28]N1C(=O)CCC1=O. The catalyst is CC(C)=O. The product is [I:28][C:3]1[C:4]2[C:5](=[N:6][CH:7]=[C:8]([C:10]3[CH:11]=[N:12][N:13]([CH:15]4[CH2:16][CH2:17][N:18]([C:21]([O:23][C:24]([CH3:27])([CH3:26])[CH3:25])=[O:22])[CH2:19][CH2:20]4)[CH:14]=3)[CH:9]=2)[NH:1][CH:2]=1. The yield is 0.705.